Dataset: Forward reaction prediction with 1.9M reactions from USPTO patents (1976-2016). Task: Predict the product of the given reaction. (1) Given the reactants [C:1]([C:3]1([C:16]([O:18][CH2:19][CH3:20])=[O:17])[CH2:8][CH2:7][N:6]([C:9]([O:11][C:12]([CH3:15])([CH3:14])[CH3:13])=[O:10])[CH2:5][CH2:4]1)#[N:2], predict the reaction product. The product is: [NH2:2][CH2:1][C:3]1([C:16]([O:18][CH2:19][CH3:20])=[O:17])[CH2:4][CH2:5][N:6]([C:9]([O:11][C:12]([CH3:14])([CH3:15])[CH3:13])=[O:10])[CH2:7][CH2:8]1. (2) Given the reactants N#N.[N+:3]([CH2:6][CH2:7][CH2:8][C:9](=[O:11])[CH3:10])([O-:5])=[O:4].[CH2:12](O)[CH2:13][OH:14].CC1C=CC(S(O)(=O)=O)=CC=1.C([O-])(O)=O.[Na+], predict the reaction product. The product is: [CH3:10][C:9]1([CH2:8][CH2:7][CH2:6][N+:3]([O-:5])=[O:4])[O:14][CH2:13][CH2:12][O:11]1. (3) Given the reactants [NH2:1][C:2]1[CH:6]=[CH:5][S:4][C:3]=1[C:7]([NH:9][C:10]1[C:15]([CH3:16])=[CH:14][C:13]([CH3:17])=[C:12]([N:18]2[CH2:22][CH2:21][CH2:20][CH2:19]2)[C:11]=1[CH3:23])=[O:8].N1C=CC=CC=1.[C:30]1([S:36](Cl)(=[O:38])=[O:37])[CH:35]=[CH:34][CH:33]=[CH:32][CH:31]=1, predict the reaction product. The product is: [C:30]1([S:36]([NH:1][C:2]2[CH:6]=[CH:5][S:4][C:3]=2[C:7]([NH:9][C:10]2[C:15]([CH3:16])=[CH:14][C:13]([CH3:17])=[C:12]([N:18]3[CH2:19][CH2:20][CH2:21][CH2:22]3)[C:11]=2[CH3:23])=[O:8])(=[O:38])=[O:37])[CH:35]=[CH:34][CH:33]=[CH:32][CH:31]=1. (4) Given the reactants [CH2:1]([N:3]1[C:7]2=[N:8][C:9]([CH2:48][CH3:49])=[C:10]([CH2:19][NH:20][C:21]([C:23]3[CH:28]=[CH:27][CH:26]=[C:25]([C:29]([NH:31][CH2:32][C:33]4[CH:34]=[C:35]([C:40]5[CH:45]=[CH:44][CH:43]=[C:42]([CH:46]=O)[CH:41]=5)[C:36]([CH3:39])=[CH:37][CH:38]=4)=[O:30])[N:24]=3)=[O:22])[C:11]([NH:12][CH:13]3[CH2:18][CH2:17][O:16][CH2:15][CH2:14]3)=[C:6]2[CH:5]=[N:4]1)[CH3:2].[CH3:50][C@@H:51]1[NH:56][CH2:55][CH2:54][N:53](C(OC(C)(C)C)=O)[CH2:52]1.C(O)(=O)C, predict the reaction product. The product is: [CH2:1]([N:3]1[C:7]2=[N:8][C:9]([CH2:48][CH3:49])=[C:10]([CH2:19][NH:20][C:21]([C:23]3[CH:28]=[CH:27][CH:26]=[C:25]([C:29]([NH:31][CH2:32][C:33]4[CH:34]=[C:35]([C:40]5[CH:45]=[CH:44][CH:43]=[C:42]([CH2:46][N:56]6[CH2:55][CH2:54][NH:53][CH2:52][C@@H:51]6[CH3:50])[CH:41]=5)[C:36]([CH3:39])=[CH:37][CH:38]=4)=[O:30])[N:24]=3)=[O:22])[C:11]([NH:12][CH:13]3[CH2:14][CH2:15][O:16][CH2:17][CH2:18]3)=[C:6]2[CH:5]=[N:4]1)[CH3:2]. (5) Given the reactants [NH2:1][C@H:2]1[CH2:7][CH2:6][C@H:5]([NH:8][C:9]2[CH:10]=[C:11]([N:28]([CH:38]3[CH2:40][CH2:39]3)CC3C=CC(OC)=CC=3)[C:12]3[N:13]([C:15]([C:18]([NH:20][C:21]4[CH:26]=[CH:25][N:24]=[CH:23][C:22]=4[F:27])=[O:19])=[CH:16][N:17]=3)[N:14]=2)[CH2:4][CH2:3]1.CCN(C(C)C)C(C)C.[CH3:50][N:51]([CH3:56])[S:52](Cl)(=[O:54])=[O:53].C(O)(C(F)(F)F)=O, predict the reaction product. The product is: [CH:38]1([NH:28][C:11]2[C:12]3[N:13]([C:15]([C:18]([NH:20][C:21]4[CH:26]=[CH:25][N:24]=[CH:23][C:22]=4[F:27])=[O:19])=[CH:16][N:17]=3)[N:14]=[C:9]([NH:8][C@H:5]3[CH2:6][CH2:7][C@H:2]([NH:1][S:52](=[O:54])(=[O:53])[N:51]([CH3:56])[CH3:50])[CH2:3][CH2:4]3)[CH:10]=2)[CH2:40][CH2:39]1. (6) Given the reactants [OH:1][C:2]([C:5]1[NH:13][C:12]2[C:7](=[N:8][CH:9]=[CH:10][C:11]=2[C:14]([O:16]C)=[O:15])[CH:6]=1)([CH3:4])[CH3:3].[OH-].[Na+], predict the reaction product. The product is: [OH:1][C:2]([C:5]1[NH:13][C:12]2[C:7](=[N:8][CH:9]=[CH:10][C:11]=2[C:14]([OH:16])=[O:15])[CH:6]=1)([CH3:4])[CH3:3]. (7) The product is: [NH2:26][C:24]1[C:25]2=[C:17]([C:12]3[CH:13]=[CH:14][C:15]4[C:10]([CH:11]=3)=[N:9][N:8]([CH2:1][C:2]3[CH:7]=[CH:6][CH:5]=[CH:4][CH:3]=3)[CH:16]=4)[CH:18]=[C:19]([C:36]3[CH2:41][CH2:40][N:39]([C:42]([O:44][C:45]([CH3:48])([CH3:47])[CH3:46])=[O:43])[CH2:38][CH:37]=3)[N:20]2[N:21]=[CH:22][N:23]=1. Given the reactants [CH2:1]([N:8]1[CH:16]=[C:15]2[C:10]([CH:11]=[C:12]([C:17]3[CH:18]=[C:19](Br)[N:20]4[C:25]=3[C:24]([NH2:26])=[N:23][CH:22]=[N:21]4)[CH:13]=[CH:14]2)=[N:9]1)[C:2]1[CH:7]=[CH:6][CH:5]=[CH:4][CH:3]=1.CC1(C)C(C)(C)OB([C:36]2[CH2:37][CH2:38][N:39]([C:42]([O:44][C:45]([CH3:48])([CH3:47])[CH3:46])=[O:43])[CH2:40][CH:41]=2)O1.ClCCl.C([O-])([O-])=O.[Na+].[Na+], predict the reaction product.